This data is from Peptide-MHC class I binding affinity with 185,985 pairs from IEDB/IMGT. The task is: Regression. Given a peptide amino acid sequence and an MHC pseudo amino acid sequence, predict their binding affinity value. This is MHC class I binding data. (1) The peptide sequence is IPFIAYFVL. The MHC is H-2-Dd with pseudo-sequence H-2-Dd. The binding affinity (normalized) is 0.00265. (2) The peptide sequence is LIPETVPYI. The MHC is HLA-A02:01 with pseudo-sequence HLA-A02:01. The binding affinity (normalized) is 0.708. (3) The peptide sequence is NPTTLTASL. The MHC is HLA-B07:02 with pseudo-sequence HLA-B07:02. The binding affinity (normalized) is 0.683.